Task: Predict the reactants needed to synthesize the given product.. Dataset: Full USPTO retrosynthesis dataset with 1.9M reactions from patents (1976-2016) (1) Given the product [CH3:16][C:7]1[CH:8]=[C:9](/[CH:11]=[CH:12]/[C:13](=[O:15])[NH:20][CH:19]([C:21]2[CH:26]=[CH:25][CH:24]=[C:23]([C:27]([F:28])([F:29])[F:30])[CH:22]=2)[C:18]([F:32])([F:31])[F:17])[S:10][C:6]=1[C:4]([O:3][CH2:1][CH3:2])=[O:5], predict the reactants needed to synthesize it. The reactants are: [CH2:1]([O:3][C:4]([C:6]1[S:10][C:9](/[CH:11]=[CH:12]/[C:13]([OH:15])=O)=[CH:8][C:7]=1[CH3:16])=[O:5])[CH3:2].[F:17][C:18]([F:32])([F:31])[CH:19]([C:21]1[CH:26]=[CH:25][CH:24]=[C:23]([C:27]([F:30])([F:29])[F:28])[CH:22]=1)[NH2:20].CN(C(ON1N=NC2C=CC=NC1=2)=[N+](C)C)C.F[P-](F)(F)(F)(F)F.O. (2) Given the product [CH3:12][C:4]1[CH:3]=[C:2]([N:1]2[CH:13]=[N:25][N:24]=[N:23]2)[CH:7]=[CH:6][C:5]=1[CH2:8][C:9]([OH:11])=[O:10], predict the reactants needed to synthesize it. The reactants are: [NH2:1][C:2]1[CH:7]=[CH:6][C:5]([CH2:8][C:9]([OH:11])=[O:10])=[C:4]([CH3:12])[CH:3]=1.[CH:13](OCC)(OCC)OCC.[N-:23]=[N+:24]=[N-:25].[Na+]. (3) Given the product [Cl:19][C:20]1[CH:21]=[CH:22][C:23]([C:26]2[CH:27]=[CH:28][C:29]([C:32]#[C:33][C:2]3[CH:15]=[CH:14][C:5]([O:6][CH2:7][CH2:8][N:9]4[CH2:13][CH2:12][CH2:11][CH2:10]4)=[C:4]([N+:16]([O-:18])=[O:17])[CH:3]=3)=[N:30][CH:31]=2)=[CH:24][CH:25]=1, predict the reactants needed to synthesize it. The reactants are: I[C:2]1[CH:15]=[CH:14][C:5]([O:6][CH2:7][CH2:8][N:9]2[CH2:13][CH2:12][CH2:11][CH2:10]2)=[C:4]([N+:16]([O-:18])=[O:17])[CH:3]=1.[Cl:19][C:20]1[CH:25]=[CH:24][C:23]([C:26]2[CH:27]=[CH:28][C:29]([C:32]#[CH:33])=[N:30][CH:31]=2)=[CH:22][CH:21]=1. (4) Given the product [Cl:1][C:2]1[CH:10]=[C:9]2[C:5]([C:6]([CH3:17])=[N:7][N:8]2[CH:11]2[CH2:16][CH2:15][CH2:14][CH2:13][O:12]2)=[C:4]([CH2:18][NH2:19])[CH:3]=1, predict the reactants needed to synthesize it. The reactants are: [Cl:1][C:2]1[CH:3]=[C:4]([C:18]#[N:19])[C:5]2[C:6]([CH3:17])=[N:7][N:8]([CH:11]3[CH2:16][CH2:15][CH2:14][CH2:13][O:12]3)[C:9]=2[CH:10]=1. (5) Given the product [CH3:23][Si:22]([CH3:25])([CH3:24])[CH2:21][CH2:20][O:19][CH2:18][N:14]1[C:13]2[CH:12]=[CH:11][CH:10]=[C:9]([OH:8])[C:17]=2[N:16]=[N:15]1, predict the reactants needed to synthesize it. The reactants are: [Si]([O:8][C:9]1[C:17]2[N:16]=[N:15][N:14]([CH2:18][O:19][CH2:20][CH2:21][Si:22]([CH3:25])([CH3:24])[CH3:23])[C:13]=2[CH:12]=[CH:11][CH:10]=1)(C(C)(C)C)(C)C.[F-].C([N+](CCCC)(CCCC)CCCC)CCC. (6) Given the product [C:1]1([C:7]2[CH:12]=[C:11]([CH2:13][CH2:15][CH3:16])[CH:10]=[CH:9][N:8]=2)[CH:2]=[CH:3][CH:4]=[CH:5][CH:6]=1, predict the reactants needed to synthesize it. The reactants are: [C:1]1([C:7]2[CH:12]=[C:11]([C:13]([CH3:15])=C)[CH:10]=[CH:9][N:8]=2)[CH:6]=[CH:5][CH:4]=[CH:3][CH:2]=1.[CH3:16]CO.